From a dataset of Full USPTO retrosynthesis dataset with 1.9M reactions from patents (1976-2016). Predict the reactants needed to synthesize the given product. The reactants are: [OH:1][CH:2]1[CH:8]([NH:9][C:10]([C@@H:12]([NH:17][C:18]([C:20]2[O:21][C:22]3[CH:28]=[CH:27][CH:26]=[CH:25][C:23]=3[CH:24]=2)=[O:19])[CH2:13][CH:14]([CH3:16])[CH3:15])=[O:11])[CH2:7][CH2:6][CH2:5][NH:4][CH2:3]1.C(N(CC)CC)C.[N:36]1[CH:41]=[CH:40][CH:39]=[C:38]([S:42](Cl)(=[O:44])=[O:43])[CH:37]=1.CO. Given the product [CH3:16][CH:14]([CH3:15])[CH2:13][C@H:12]([NH:17][C:18]([C:20]1[O:21][C:22]2[CH:28]=[CH:27][CH:26]=[CH:25][C:23]=2[CH:24]=1)=[O:19])[C:10](=[O:11])[NH:9][CH:8]1[CH2:7][CH2:6][CH2:5][N:4]([S:42]([C:38]2[CH:37]=[N:36][CH:41]=[CH:40][CH:39]=2)(=[O:44])=[O:43])[CH2:3][C:2]1=[O:1], predict the reactants needed to synthesize it.